This data is from Forward reaction prediction with 1.9M reactions from USPTO patents (1976-2016). The task is: Predict the product of the given reaction. (1) Given the reactants COC[C@@H]1CCCN1[S:9]([C:12]1[CH:13]=[C:14]2[C:18](=[CH:19][CH:20]=1)[NH:17][C:16](=[O:21])[C:15]12[O:26]CCCO1)(=[O:11])=[O:10].[OH-].C([N+](C)(C)C)C1C=CC=CC=1.O.C(Cl)[Cl:41].CO, predict the reaction product. The product is: [O:21]=[C:16]1[C:15](=[O:26])[C:14]2[C:18](=[CH:19][CH:20]=[C:12]([S:9]([Cl:41])(=[O:11])=[O:10])[CH:13]=2)[NH:17]1. (2) Given the reactants [NH2:1][C:2]1[N:7]=[CH:6][C:5]([C:8]2[CH:16]=[CH:15][C:11]([C:12]([OH:14])=O)=[CH:10][CH:9]=2)=[CH:4][N:3]=1.Cl.[Cl:18][C:19]1[CH:20]=[C:21]2[C:26](=[CH:27][CH:28]=1)[CH:25]=[C:24]([S:29]([N:32]1[CH2:37][CH2:36][NH:35][CH2:34][CH2:33]1)(=[O:31])=[O:30])[CH:23]=[CH:22]2, predict the reaction product. The product is: [ClH:18].[NH2:1][C:2]1[N:3]=[CH:4][C:5]([C:8]2[CH:9]=[CH:10][C:11]([C:12]([N:35]3[CH2:34][CH2:33][N:32]([S:29]([C:24]4[CH:23]=[CH:22][C:21]5[C:26](=[CH:27][CH:28]=[C:19]([Cl:18])[CH:20]=5)[CH:25]=4)(=[O:31])=[O:30])[CH2:37][CH2:36]3)=[O:14])=[CH:15][CH:16]=2)=[CH:6][N:7]=1. (3) Given the reactants Cl.[Cl:2][C:3]1[CH:8]=[CH:7][C:6]([O:9][C:10]2[CH:28]=[CH:27][C:13]([O:14][CH2:15][C@H:16]3[CH2:20][CH2:19][CH2:18][N:17]3[CH2:21][CH2:22][CH2:23][C:24](O)=[O:25])=[CH:12][CH:11]=2)=[CH:5][CH:4]=1.C1CN([P+](Br)(N2CCCC2)N2CCCC2)CC1.F[P-](F)(F)(F)(F)F.CCN(C(C)C)C(C)C.[C:62]1([C@H:68]([NH2:70])[CH3:69])[CH:67]=[CH:66][CH:65]=[CH:64][CH:63]=1, predict the reaction product. The product is: [Cl:2][C:3]1[CH:4]=[CH:5][C:6]([O:9][C:10]2[CH:11]=[CH:12][C:13]([O:14][CH2:15][C@H:16]3[CH2:20][CH2:19][CH2:18][N:17]3[CH2:21][CH2:22][CH2:23][C:24]([NH:70][C@@H:68]([C:62]3[CH:67]=[CH:66][CH:65]=[CH:64][CH:63]=3)[CH3:69])=[O:25])=[CH:27][CH:28]=2)=[CH:7][CH:8]=1. (4) Given the reactants [CH3:1][C:2]1[N:7]=[C:6]([S:8][CH2:9][C:10]2[CH:11]=[N:12][CH:13]=[CH:14][C:15]=2[C:16]([F:19])([F:18])[F:17])[N:5]=[C:4]([OH:20])[CH:3]=1.[ClH:21].O1CCOCC1, predict the reaction product. The product is: [ClH:21].[CH3:1][C:2]1[N:7]=[C:6]([S:8][CH2:9][C:10]2[CH:11]=[N:12][CH:13]=[CH:14][C:15]=2[C:16]([F:19])([F:18])[F:17])[N:5]=[C:4]([OH:20])[CH:3]=1. (5) Given the reactants [CH2:1]([C:8]1[O:9][C:10]([CH3:30])=[C:11]([CH3:29])[C:12]=1[C:13]([C:15]1[CH:20]=[C:19]([CH:21]([CH3:23])[CH3:22])[C:18]([O:24]C)=[C:17]([CH:26]([CH3:28])[CH3:27])[CH:16]=1)=[O:14])[C:2]1[CH:7]=[CH:6][CH:5]=[CH:4][CH:3]=1.B(Br)(Br)Br.C(Cl)Cl.C(=O)=O.CC(C)=O, predict the reaction product. The product is: [CH2:1]([C:8]1[O:9][C:10]([CH3:30])=[C:11]([CH3:29])[C:12]=1[C:13]([C:15]1[CH:16]=[C:17]([CH:26]([CH3:27])[CH3:28])[C:18]([OH:24])=[C:19]([CH:21]([CH3:23])[CH3:22])[CH:20]=1)=[O:14])[C:2]1[CH:3]=[CH:4][CH:5]=[CH:6][CH:7]=1. (6) Given the reactants P(CCCC)(CCCC)CCCC.C1CCN(C(N=NC(N2CCCCC2)=O)=O)CC1.[F:32][C:33]1[C:38]([F:39])=[C:37]([C:40]2[CH:45]=[CH:44][C:43]([F:46])=[CH:42][N:41]=2)[CH:36]=[CH:35][C:34]=1[OH:47].O[CH2:49][C@@H:50]1[C@@H:55]([NH:56][C:57](=[O:63])[O:58][C:59]([CH3:62])([CH3:61])[CH3:60])[CH2:54][CH2:53][O:52][CH2:51]1.[OH-].[Na+], predict the reaction product. The product is: [F:32][C:33]1[C:38]([F:39])=[C:37]([C:40]2[CH:45]=[CH:44][C:43]([F:46])=[CH:42][N:41]=2)[CH:36]=[CH:35][C:34]=1[O:47][CH2:49][C@@H:50]1[C@@H:55]([NH:56][C:57](=[O:63])[O:58][C:59]([CH3:62])([CH3:61])[CH3:60])[CH2:54][CH2:53][O:52][CH2:51]1. (7) Given the reactants Br[C:2]1[CH:3]=[CH:4][CH:5]=[C:6]2[C:11]=1[N:10]=[C:9]([CH3:12])[CH:8]=[CH:7]2.[CH2:13](N(CC)CC)[CH3:14], predict the reaction product. The product is: [CH3:12][C:9]1[CH:8]=[CH:7][C:6]2[C:11](=[C:2]([CH:13]=[CH2:14])[CH:3]=[CH:4][CH:5]=2)[N:10]=1.